This data is from Full USPTO retrosynthesis dataset with 1.9M reactions from patents (1976-2016). The task is: Predict the reactants needed to synthesize the given product. (1) Given the product [Cl:1][C:2]1[CH:11]=[CH:10][C:5]([C:6]([OH:8])=[O:7])=[C:4]([CH:12]=[O:13])[CH:3]=1, predict the reactants needed to synthesize it. The reactants are: [Cl:1][C:2]1[CH:11]=[CH:10][C:5]([C:6]([O:8]C)=[O:7])=[C:4]([CH:12]=[O:13])[CH:3]=1.[Li+].[OH-].CO.Cl. (2) Given the product [CH3:13][N:14]1[CH2:19][CH2:18][N:17]([CH2:2][C:3]2[CH:4]=[CH:5][C:6]([C:9]([O:11][CH3:12])=[O:10])=[N:7][CH:8]=2)[CH2:16][CH2:15]1, predict the reactants needed to synthesize it. The reactants are: Br[CH2:2][C:3]1[CH:4]=[CH:5][C:6]([C:9]([O:11][CH3:12])=[O:10])=[N:7][CH:8]=1.[CH3:13][N:14]1[CH2:19][CH2:18][NH:17][CH2:16][CH2:15]1.CCN(C(C)C)C(C)C.